This data is from Full USPTO retrosynthesis dataset with 1.9M reactions from patents (1976-2016). The task is: Predict the reactants needed to synthesize the given product. Given the product [C:1]1([C@@:7]2([CH2:19][NH:20][C:28](=[O:29])[O:30][C:31]([CH3:34])([CH3:33])[CH3:32])[CH2:9][C@H:8]2[CH2:10][O:11][CH2:12][C:13]2[CH:18]=[CH:17][CH:16]=[CH:15][CH:14]=2)[CH:2]=[CH:3][CH:4]=[CH:5][CH:6]=1, predict the reactants needed to synthesize it. The reactants are: [C:1]1([C@@:7]2([CH2:19][NH2:20])[CH2:9][C@H:8]2[CH2:10][O:11][CH2:12][C:13]2[CH:18]=[CH:17][CH:16]=[CH:15][CH:14]=2)[CH:6]=[CH:5][CH:4]=[CH:3][CH:2]=1.C(N(CC)CC)C.[C:28](O[C:28]([O:30][C:31]([CH3:34])([CH3:33])[CH3:32])=[O:29])([O:30][C:31]([CH3:34])([CH3:33])[CH3:32])=[O:29].